This data is from Forward reaction prediction with 1.9M reactions from USPTO patents (1976-2016). The task is: Predict the product of the given reaction. (1) Given the reactants [OH:1][CH2:2][CH2:3][C:4]1[CH:20]=[CH:19][C:7]([O:8][CH2:9][C:10]2[N:11]=[C:12]([NH:15][C:16](=[O:18])[CH3:17])[S:13][CH:14]=2)=[CH:6][CH:5]=1.C(N(CC)CC)C.[CH3:28][S:29](Cl)(=[O:31])=[O:30].O, predict the reaction product. The product is: [CH3:28][S:29]([O:1][CH2:2][CH2:3][C:4]1[CH:5]=[CH:6][C:7]([O:8][CH2:9][C:10]2[N:11]=[C:12]([NH:15][C:16](=[O:18])[CH3:17])[S:13][CH:14]=2)=[CH:19][CH:20]=1)(=[O:31])=[O:30]. (2) Given the reactants [OH:1][C:2]1[CH:7]=[CH:6][C:5]([C:8]2[CH:13]=[CH:12][C:11]([C:14]([OH:16])=[O:15])=[CH:10][CH:9]=2)=[CH:4][CH:3]=1.[OH-].[K+].Br[CH2:20][CH2:21][CH2:22][CH2:23][CH2:24][CH2:25][CH2:26][CH2:27][CH3:28].Cl, predict the reaction product. The product is: [CH2:20]([O:1][C:2]1[CH:3]=[CH:4][C:5]([C:8]2[CH:13]=[CH:12][C:11]([C:14]([OH:16])=[O:15])=[CH:10][CH:9]=2)=[CH:6][CH:7]=1)[CH2:21][CH2:22][CH2:23][CH2:24][CH2:25][CH2:26][CH2:27][CH3:28]. (3) The product is: [O:26]1[CH2:27][CH2:28][N:23]([C@H:12]2[CH2:13][CH2:14][C@H:9]([NH2:8])[CH2:10][CH2:11]2)[CH2:24][CH2:25]1. Given the reactants C([N:8](CC1C=CC=CC=1)[CH:9]1[CH2:14][CH2:13][C:12](=O)[CH2:11][CH2:10]1)C1C=CC=CC=1.[NH:23]1[CH2:28][CH2:27][O:26][CH2:25][CH2:24]1.C(O[BH-](OC(=O)C)OC(=O)C)(=O)C.[Na+].C(=O)([O-])[O-].[K+].[K+], predict the reaction product. (4) Given the reactants CN(C)C(N(C)C)=N.[CH3:9][O:10][C:11](=[O:41])[CH:12](P(OC)(OC)=O)[NH:13][C:14](=[O:34])[C:15]1[C:20]([CH3:21])=[CH:19][C:18]([C:22]([NH:24][CH2:25][C:26]2[CH:31]=[CH:30][CH:29]=[C:28](O)[CH:27]=2)=[O:23])=[CH:17][C:16]=1[Cl:33].[CH:42](=O)[C:43]1[CH:48]=[CH:47][CH:46]=[CH:45][CH:44]=1.[O:50]1CCCC1, predict the reaction product. The product is: [CH3:9][O:10][C:11](=[O:41])/[C:12](/[NH:13][C:14](=[O:34])[C:15]1[C:20]([CH3:21])=[CH:19][C:18]([C:22]([NH:24][CH2:25][C:26]2[CH:31]=[CH:30][CH:29]=[C:28]([OH:50])[CH:27]=2)=[O:23])=[CH:17][C:16]=1[Cl:33])=[CH:42]/[C:43]1[CH:48]=[CH:47][CH:46]=[CH:45][CH:44]=1. (5) Given the reactants FC(F)(F)C(O)=O.[O:8]1CCO[CH:9]1[CH2:13][N:14]1[C:23]2[CH:22]=[C:21]([O:24][CH3:25])[CH:20]=[C:19]([C:26]([O:28][CH3:29])=[O:27])[C:18]=2[CH:17]=[CH:16][C:15]1=[O:30], predict the reaction product. The product is: [CH3:25][O:24][C:21]1[CH:20]=[C:19]([C:26]([O:28][CH3:29])=[O:27])[C:18]2[CH:17]=[CH:16][C:15](=[O:30])[N:14]([CH2:13][CH:9]=[O:8])[C:23]=2[CH:22]=1. (6) Given the reactants C(P(C12CC3CC(CC(C3)C1)C2)C12CC3CC(CC(C3)C1)C2)CCC.C(=O)([O-])[O-].[K+].[K+].C(O)(=O)C(C)(C)C.[OH:39][C:40]([C@H:47]1[CH2:52][CH2:51][C@H:50]([C:53]([O:55][CH2:56][CH2:57][CH2:58][CH3:59])=[O:54])[CH2:49][CH2:48]1)([C:42]1[S:43][CH:44]=[CH:45][N:46]=1)[CH3:41].Br[C:61]1[N:66]=[C:65]([NH:67][C:68]2[CH:73]=[C:72]([CH3:74])[C:71]([F:75])=[CH:70][N:69]=2)[CH:64]=[C:63]([CH3:76])[CH:62]=1, predict the reaction product. The product is: [F:75][C:71]1[C:72]([CH3:74])=[CH:73][C:68]([NH:67][C:65]2[N:66]=[C:61]([C:44]3[S:43][C:42]([C:40]([C@H:47]4[CH2:52][CH2:51][C@H:50]([C:53]([O:55][CH2:56][CH2:57][CH2:58][CH3:59])=[O:54])[CH2:49][CH2:48]4)([OH:39])[CH3:41])=[N:46][CH:45]=3)[CH:62]=[C:63]([CH3:76])[CH:64]=2)=[N:69][CH:70]=1. (7) Given the reactants O[CH2:2][C:3]1[CH:8]=[CH:7][C:6]([CH2:9][CH2:10][NH:11][C:12](=[O:21])[O:13][CH2:14][C:15]2[CH:20]=[CH:19][CH:18]=[CH:17][CH:16]=2)=[CH:5][CH:4]=1.C1(P(C2C=CC=CC=2)C2C=CC=CC=2)C=CC=CC=1.C(Br)(Br)(Br)[Br:42], predict the reaction product. The product is: [CH2:14]([O:13][C:12](=[O:21])[NH:11][CH2:10][CH2:9][C:6]1[CH:7]=[CH:8][C:3]([CH2:2][Br:42])=[CH:4][CH:5]=1)[C:15]1[CH:20]=[CH:19][CH:18]=[CH:17][CH:16]=1. (8) Given the reactants [CH:1]1([O:6][C:7]2[C:8]([O:17][CH3:18])=[CH:9][C:10]([F:16])=[C:11]([N+:13]([O-])=O)[CH:12]=2)[CH2:5][CH2:4][CH2:3][CH2:2]1.[H][H], predict the reaction product. The product is: [CH:1]1([O:6][C:7]2[C:8]([O:17][CH3:18])=[CH:9][C:10]([F:16])=[C:11]([CH:12]=2)[NH2:13])[CH2:2][CH2:3][CH2:4][CH2:5]1. (9) Given the reactants [CH2:1]([O:3][C:4]1[C:5]([O:19][CH2:20][C:21]2[CH:26]=[CH:25][C:24]([O:27][CH3:28])=[CH:23][CH:22]=2)=[N:6][CH:7]=[C:8](B2OC(C)(C)C(C)(C)O2)[CH:9]=1)[CH3:2].Br[C:30]1[CH:35]=[CH:34][C:33]([CH2:36][C:37]([NH2:39])=[O:38])=[C:32]([F:40])[CH:31]=1.C([O-])([O-])=O.[Cs+].[Cs+], predict the reaction product. The product is: [CH2:1]([O:3][C:4]1[CH:9]=[C:8]([C:30]2[CH:35]=[CH:34][C:33]([CH2:36][C:37]([NH2:39])=[O:38])=[C:32]([F:40])[CH:31]=2)[CH:7]=[N:6][C:5]=1[O:19][CH2:20][C:21]1[CH:22]=[CH:23][C:24]([O:27][CH3:28])=[CH:25][CH:26]=1)[CH3:2].